This data is from Full USPTO retrosynthesis dataset with 1.9M reactions from patents (1976-2016). The task is: Predict the reactants needed to synthesize the given product. Given the product [CH2:49]([O:56][C:57]1[CH:81]=[CH:80][C:79]([O:1][CH2:2][CH:3]2[CH2:8][CH2:7][N:6]([C:9]([O:11][C:12]([CH3:15])([CH3:14])[CH3:13])=[O:10])[CH2:5][CH2:4]2)=[CH:78][C:58]=1[C:59]([NH:61][C:62]1[CH:71]=[C:70]([C:72]2[CH:73]=[CH:74][CH:75]=[CH:76][CH:77]=2)[CH:69]=[CH:68][C:63]=1[C:64]([O:66][CH3:67])=[O:65])=[O:60])[C:50]1[CH:51]=[CH:52][CH:53]=[CH:54][CH:55]=1, predict the reactants needed to synthesize it. The reactants are: [OH:1][CH2:2][CH:3]1[CH2:8][CH2:7][N:6]([C:9]([O:11][C:12]([CH3:15])([CH3:14])[CH3:13])=[O:10])[CH2:5][CH2:4]1.C1(P(C2C=CC=CC=2)C2C=CC=CC=2)C=CC=CC=1.N(C(OC(C)C)=O)=NC(OC(C)C)=O.[CH2:49]([O:56][C:57]1[CH:81]=[CH:80][C:79](O)=[CH:78][C:58]=1[C:59]([NH:61][C:62]1[CH:71]=[C:70]([C:72]2[CH:77]=[CH:76][CH:75]=[CH:74][CH:73]=2)[CH:69]=[CH:68][C:63]=1[C:64]([O:66][CH3:67])=[O:65])=[O:60])[C:50]1[CH:55]=[CH:54][CH:53]=[CH:52][CH:51]=1.